This data is from NCI-60 drug combinations with 297,098 pairs across 59 cell lines. The task is: Regression. Given two drug SMILES strings and cell line genomic features, predict the synergy score measuring deviation from expected non-interaction effect. Drug 1: C1=CC(=C2C(=C1NCCNCCO)C(=O)C3=C(C=CC(=C3C2=O)O)O)NCCNCCO. Drug 2: C1CC(=O)NC(=O)C1N2C(=O)C3=CC=CC=C3C2=O. Cell line: A498. Synergy scores: CSS=28.4, Synergy_ZIP=0.832, Synergy_Bliss=-0.846, Synergy_Loewe=-28.3, Synergy_HSA=-2.68.